This data is from Reaction yield outcomes from USPTO patents with 853,638 reactions. The task is: Predict the reaction yield, written as a fraction of the theoretical maximum amount of product (1.0 means a 100% yield; for example, 0.34 means a 34% yield). (1) The catalyst is ClCCl.CO. The reactants are [O:1]=[C:2]1[C:11]2[CH:10]=[CH:9][CH:8]=[C:7]3[NH:12][CH:13]([C:21]4[CH:28]=[CH:27][C:24]([CH:25]=O)=[CH:23][CH:22]=4)[CH:14]([C:15]4[CH:20]=[CH:19][CH:18]=[CH:17][CH:16]=4)[C:5]([C:6]=23)=[N:4][NH:3]1.C(O)(=O)C.[NH:33]1[CH2:36][CH2:35][CH2:34]1.C(O[BH-](OC(=O)C)OC(=O)C)(=O)C.[Na+]. The yield is 0.510. The product is [N:33]1([CH2:25][C:24]2[CH:27]=[CH:28][C:21]([CH:13]3[NH:12][C:7]4[C:6]5[C:5](=[N:4][NH:3][C:2](=[O:1])[C:11]=5[CH:10]=[CH:9][CH:8]=4)[CH:14]3[C:15]3[CH:20]=[CH:19][CH:18]=[CH:17][CH:16]=3)=[CH:22][CH:23]=2)[CH2:36][CH2:35][CH2:34]1. (2) The reactants are [O:1]=[C:2]1[N:6]([CH2:7][C:8]([O-:10])=[O:9])[C@H:5]([C:11]2[CH:16]=[CH:15][CH:14]=[CH:13][CH:12]=2)[CH2:4][O:3]1.C1CC=CCC=1. The product is [O:1]=[C:2]1[N:6]([CH2:7][C:8]([OH:10])=[O:9])[C@H:5]([C:11]2[CH:16]=[CH:15][CH:14]=[CH:13][CH:12]=2)[CH2:4][O:3]1. The catalyst is CCOC(C)=O.[Pd]. The yield is 0.930. (3) The reactants are CC([O:5][C:6]([NH:8][CH2:9][C:10]#[N:11])=[O:7])(C)C.C([NH:15][C@H:16]([C:19]([OH:21])=[O:20])CS)(=O)C.N. The catalyst is CO. The product is [NH2:15][C:10](=[NH:11])[CH2:9][NH:8][C:6](=[O:7])[O-:5].[CH3:16][C:19]([OH:21])=[O:20]. The yield is 0.530. (4) The reactants are [O:1]=[C:2]1[N:10]([CH2:11][CH2:12][CH3:13])[C:9]2[N:8]=[C:7]([C:14]34[CH2:21][CH2:20][C:17]([CH:22]=[CH:23][C:24]([OH:26])=[O:25])([CH2:18][CH2:19]3)[CH2:16][CH2:15]4)[NH:6][C:5]=2[C:4](=[O:27])[N:3]1[CH2:28][CH2:29][CH3:30]. The catalyst is CO.[Pd]. The product is [O:1]=[C:2]1[N:10]([CH2:11][CH2:12][CH3:13])[C:9]2[N:8]=[C:7]([C:14]34[CH2:21][CH2:20][C:17]([CH2:22][CH2:23][C:24]([OH:26])=[O:25])([CH2:18][CH2:19]3)[CH2:16][CH2:15]4)[NH:6][C:5]=2[C:4](=[O:27])[N:3]1[CH2:28][CH2:29][CH3:30]. The yield is 0.740. (5) The yield is 0.860. The reactants are Br[C:2]1[C:3]([CH3:19])=[C:4]([N:8]2[CH2:16][C:15]3[C:10](=[CH:11][C:12]([F:17])=[CH:13][CH:14]=3)[C:9]2=[O:18])[CH:5]=[CH:6][CH:7]=1.[CH3:20][C:21]1([CH3:37])[C:25]([CH3:27])([CH3:26])[O:24][B:23]([B:23]2[O:24][C:25]([CH3:27])([CH3:26])[C:21]([CH3:37])([CH3:20])[O:22]2)[O:22]1.C([O-])(=O)C.[K+].C(Cl)Cl. The catalyst is O1CCOCC1.CS(C)=O.C1C=CC(P(C2C=CC=CC=2)[C-]2C=CC=C2)=CC=1.C1C=CC(P(C2C=CC=CC=2)[C-]2C=CC=C2)=CC=1.Cl[Pd]Cl.[Fe+2]. The product is [F:17][C:12]1[CH:11]=[C:10]2[C:15]([CH2:16][N:8]([C:4]3[CH:5]=[CH:6][CH:7]=[C:2]([B:23]4[O:24][C:25]([CH3:27])([CH3:26])[C:21]([CH3:37])([CH3:20])[O:22]4)[C:3]=3[CH3:19])[C:9]2=[O:18])=[CH:14][CH:13]=1.